From a dataset of NCI-60 drug combinations with 297,098 pairs across 59 cell lines. Regression. Given two drug SMILES strings and cell line genomic features, predict the synergy score measuring deviation from expected non-interaction effect. Drug 1: CC=C1C(=O)NC(C(=O)OC2CC(=O)NC(C(=O)NC(CSSCCC=C2)C(=O)N1)C(C)C)C(C)C. Drug 2: CNC(=O)C1=NC=CC(=C1)OC2=CC=C(C=C2)NC(=O)NC3=CC(=C(C=C3)Cl)C(F)(F)F. Cell line: HCT116. Synergy scores: CSS=62.3, Synergy_ZIP=2.72, Synergy_Bliss=6.95, Synergy_Loewe=-57.1, Synergy_HSA=5.52.